From a dataset of Peptide-MHC class II binding affinity with 134,281 pairs from IEDB. Regression. Given a peptide amino acid sequence and an MHC pseudo amino acid sequence, predict their binding affinity value. This is MHC class II binding data. (1) The MHC is HLA-DPA10103-DPB10301 with pseudo-sequence HLA-DPA10103-DPB10301. The binding affinity (normalized) is 0.107. The peptide sequence is VALFAVFLGSAHGIP. (2) The peptide sequence is TGTGYTMDTVNRTHQ. The MHC is DRB1_0401 with pseudo-sequence DRB1_0401. The binding affinity (normalized) is 0.342. (3) The peptide sequence is VVITENCGTRGPSLR. The MHC is DRB4_0101 with pseudo-sequence DRB4_0103. The binding affinity (normalized) is 0. (4) The peptide sequence is EKKYFAATQHEPLAA. The MHC is HLA-DPA10201-DPB10501 with pseudo-sequence HLA-DPA10201-DPB10501. The binding affinity (normalized) is 0.396. (5) The peptide sequence is WITQCFLPVFLAQPPSGQRR. The MHC is HLA-DPA10103-DPB10401 with pseudo-sequence HLA-DPA10103-DPB10401. The binding affinity (normalized) is 0.713. (6) The peptide sequence is GGRLAFQEFMIVPSG. The MHC is DRB1_0301 with pseudo-sequence DRB1_0301. The binding affinity (normalized) is 0.208. (7) The peptide sequence is RLCFSKSKNTLMYEI. The MHC is H-2-IAb with pseudo-sequence H-2-IAb. The binding affinity (normalized) is 0.0727. (8) The peptide sequence is VIPEGWKADTCYESK. The MHC is DRB3_0101 with pseudo-sequence DRB3_0101. The binding affinity (normalized) is 0.337.